Dataset: Full USPTO retrosynthesis dataset with 1.9M reactions from patents (1976-2016). Task: Predict the reactants needed to synthesize the given product. (1) Given the product [C:41]([C@@H:40]([NH:39][C:31]([C:29]1[CH:28]=[CH:27][C:26]([CH:34]2[CH2:38][CH2:37][CH2:36][O:35]2)=[C:25]([O:24][CH2:23][CH:20]2[CH2:21][CH2:22]2)[N:30]=1)=[O:33])[CH2:44][CH:45]([CH3:47])[CH3:46])(=[O:42])[NH2:43], predict the reactants needed to synthesize it. The reactants are: C1(COC2N=C(C(O)=O)C=CC=2C2CCOC2)CC1.[CH:20]1([CH2:23][O:24][C:25]2[N:30]=[C:29]([C:31]([OH:33])=O)[CH:28]=[CH:27][C:26]=2[CH:34]2[CH2:38][CH2:37][CH2:36][O:35]2)[CH2:22][CH2:21]1.[NH2:39][C@@H:40]([CH2:44][CH:45]([CH3:47])[CH3:46])[C:41]([NH2:43])=[O:42]. (2) The reactants are: [Cl:1][C:2]1[CH:7]=[CH:6][C:5]([O:8][C:9]2[CH:16]=[CH:15][C:14]([CH2:17][O:18][C:19]3[CH:24]=[CH:23][NH:22][C:21](=[O:25])[N:20]=3)=[CH:13][C:10]=2[C:11]#[N:12])=[CH:4][C:3]=1[C:26]([F:29])([F:28])[F:27].Cl.Cl[CH2:32][C:33]1[CH:34]=[N:35][N:36]([CH3:38])[CH:37]=1. Given the product [Cl:1][C:2]1[CH:7]=[CH:6][C:5]([O:8][C:9]2[CH:16]=[CH:15][C:14]([CH2:17][O:18][C:19]3[CH:24]=[CH:23][N:22]([CH2:32][C:33]4[CH:34]=[N:35][N:36]([CH3:38])[CH:37]=4)[C:21](=[O:25])[N:20]=3)=[CH:13][C:10]=2[C:11]#[N:12])=[CH:4][C:3]=1[C:26]([F:27])([F:29])[F:28], predict the reactants needed to synthesize it. (3) Given the product [O:32]1[CH2:33][CH2:34][N:29]([C:2]2[N:7]=[C:6]([O:8][C:9]3[CH:28]=[CH:27][CH:26]=[CH:25][C:10]=3[CH2:11][NH:12][C:13]([NH:15][C:16]3[S:17][C:18]([C:21]([CH3:23])([CH3:22])[CH3:24])=[N:19][N:20]=3)=[O:14])[CH:5]=[CH:4][N:3]=2)[CH2:30][CH2:31]1, predict the reactants needed to synthesize it. The reactants are: Cl[C:2]1[N:7]=[C:6]([O:8][C:9]2[CH:28]=[CH:27][CH:26]=[CH:25][C:10]=2[CH2:11][NH:12][C:13]([NH:15][C:16]2[S:17][C:18]([C:21]([CH3:24])([CH3:23])[CH3:22])=[N:19][N:20]=2)=[O:14])[CH:5]=[CH:4][N:3]=1.[NH:29]1[CH2:34][CH2:33][O:32][CH2:31][CH2:30]1. (4) Given the product [F:1][C:2]1([F:36])[CH2:8][N:7]([CH2:9][CH2:10][CH2:11][C:12]2[CH:13]=[CH:14][CH:15]=[CH:16][CH:17]=2)[C:6]2[N:18]=[C:19]([NH:22][C:23]3[CH:31]=[CH:30][C:26]([C:27]([NH:52][CH:49]4[CH2:50][CH2:51][O:46][CH2:47][CH2:48]4)=[O:28])=[CH:25][C:24]=3[O:32][CH3:33])[N:20]=[CH:21][C:5]=2[N:4]([CH3:34])[C:3]1=[O:35], predict the reactants needed to synthesize it. The reactants are: [F:1][C:2]1([F:36])[CH2:8][N:7]([CH2:9][CH2:10][CH2:11][C:12]2[CH:17]=[CH:16][CH:15]=[CH:14][CH:13]=2)[C:6]2[N:18]=[C:19]([NH:22][C:23]3[CH:31]=[CH:30][C:26]([C:27](O)=[O:28])=[CH:25][C:24]=3[O:32][CH3:33])[N:20]=[CH:21][C:5]=2[N:4]([CH3:34])[C:3]1=[O:35].C(N(C(C)C)C(C)C)C.[O:46]1[CH2:51][CH2:50][CH:49]([NH2:52])[CH2:48][CH2:47]1.